This data is from Peptide-MHC class II binding affinity with 134,281 pairs from IEDB. The task is: Regression. Given a peptide amino acid sequence and an MHC pseudo amino acid sequence, predict their binding affinity value. This is MHC class II binding data. (1) The peptide sequence is EKKYFAATAFEPLAA. The MHC is DRB1_0701 with pseudo-sequence DRB1_0701. The binding affinity (normalized) is 0.759. (2) The peptide sequence is GRRGAAEVLVVLSEL. The MHC is DRB1_0301 with pseudo-sequence DRB1_0301. The binding affinity (normalized) is 0.382. (3) The peptide sequence is STGGAYDTYKCIPSL. The MHC is DRB3_0202 with pseudo-sequence DRB3_0202. The binding affinity (normalized) is 0.0428. (4) The peptide sequence is RDLLLIVTRIVELLGR. The MHC is DRB1_0301 with pseudo-sequence DRB1_0301. The binding affinity (normalized) is 0.189. (5) The peptide sequence is YVDRFYKTLRAEQASQEV. The MHC is DRB1_1101 with pseudo-sequence DRB1_1101. The binding affinity (normalized) is 0.586.